The task is: Predict the reactants needed to synthesize the given product.. This data is from Full USPTO retrosynthesis dataset with 1.9M reactions from patents (1976-2016). (1) Given the product [CH3:19][O:20][C:21]1[C:26]([NH:27][C:13](=[O:15])[C:12]2[CH:16]=[CH:17][CH:18]=[C:10]([S:7]([N:1]3[CH2:2][CH2:3][CH2:4][CH2:5][CH2:6]3)(=[O:8])=[O:9])[CH:11]=2)=[CH:25][CH:24]=[C:23]([O:28][CH3:29])[N:22]=1, predict the reactants needed to synthesize it. The reactants are: [N:1]1([S:7]([C:10]2[CH:11]=[C:12]([CH:16]=[CH:17][CH:18]=2)[C:13]([OH:15])=O)(=[O:9])=[O:8])[CH2:6][CH2:5][CH2:4][CH2:3][CH2:2]1.[CH3:19][O:20][C:21]1[C:26]([NH2:27])=[CH:25][CH:24]=[C:23]([O:28][CH3:29])[N:22]=1. (2) Given the product [F:32][C:33]([F:38])([F:37])[C:34]([OH:36])=[O:35].[NH2:1][CH2:2][CH2:3][C:4]1[CH:9]=[CH:8][C:7]([C:10]2[S:14](=[O:16])(=[O:15])[NH:13][C:12](=[O:21])[CH:11]=2)=[CH:6][CH:5]=1, predict the reactants needed to synthesize it. The reactants are: [NH2:1][CH2:2][CH2:3][C:4]1[CH:9]=[CH:8][C:7]([C:10]2[S:14](=[O:16])(=[O:15])[N:13](C(C)(C)C)[C:12](=[O:21])[CH:11]=2)=[CH:6][CH:5]=1.C([SiH](C(C)C)C(C)C)(C)C.[F:32][C:33]([F:38])([F:37])[C:34]([OH:36])=[O:35]. (3) Given the product [CH3:22][C:20]1[N:21]=[C:17]([C:13]2[N:14]=[C:15]([NH2:16])[C:10]3[CH:9]=[C:8]([C:30]([C:24]4[CH:29]=[CH:28][CH:27]=[CH:26][CH:25]=4)=[CH2:31])[S:23][C:11]=3[N:12]=2)[S:18][CH:19]=1, predict the reactants needed to synthesize it. The reactants are: O1CCOCC1.Br[C:8]1[S:23][C:11]2[N:12]=[C:13]([C:17]3[S:18][CH:19]=[C:20]([CH3:22])[N:21]=3)[N:14]=[C:15]([NH2:16])[C:10]=2[CH:9]=1.[C:24]1([C:30](B(O)O)=[CH2:31])[CH:29]=[CH:28][CH:27]=[CH:26][CH:25]=1.C([O-])([O-])=O.[K+].[K+].